This data is from Forward reaction prediction with 1.9M reactions from USPTO patents (1976-2016). The task is: Predict the product of the given reaction. (1) The product is: [CH2:9]([CH:16]1[CH2:21][CH2:20][N:19]([C:2]2[CH:7]=[CH:6][C:5]([Br:8])=[CH:4][N:3]=2)[CH2:18][CH2:17]1)[C:10]1[CH:15]=[CH:14][CH:13]=[CH:12][CH:11]=1. Given the reactants Br[C:2]1[CH:7]=[CH:6][C:5]([Br:8])=[CH:4][N:3]=1.[CH2:9]([CH:16]1[CH2:21][CH2:20][NH:19][CH2:18][CH2:17]1)[C:10]1[CH:15]=[CH:14][CH:13]=[CH:12][CH:11]=1, predict the reaction product. (2) Given the reactants [Cl:1][C:2]1[CH:9]=[CH:8][C:5]([CH2:6]Br)=[CH:4][CH:3]=1.[N-:10]=[N+:11]=[N-:12].[Na+], predict the reaction product. The product is: [N:10]([CH2:6][C:5]1[CH:8]=[CH:9][C:2]([Cl:1])=[CH:3][CH:4]=1)=[N+:11]=[N-:12].